From a dataset of Full USPTO retrosynthesis dataset with 1.9M reactions from patents (1976-2016). Predict the reactants needed to synthesize the given product. (1) Given the product [CH2:34]([N:31]1[C:32]([CH3:33])=[C:28]([CH:25]2[CH2:24][CH2:23][N:22]([C@@H:20]([C@@H:10]3[C@@H:11]([C:13]4[CH:18]=[CH:17][CH:16]=[C:15]([F:19])[CH:14]=4)[CH2:12][NH:8][CH2:9]3)[CH3:21])[CH2:27][CH2:26]2)[C:29]([CH2:36][CH3:37])=[N:30]1)[CH3:35], predict the reactants needed to synthesize it. The reactants are: C(OC([N:8]1[CH2:12][C@H:11]([C:13]2[CH:18]=[CH:17][CH:16]=[C:15]([F:19])[CH:14]=2)[C@@H:10]([C@H:20]([N:22]2[CH2:27][CH2:26][CH:25]([C:28]3[C:29]([CH2:36][CH3:37])=[N:30][N:31]([CH2:34][CH3:35])[C:32]=3[CH3:33])[CH2:24][CH2:23]2)[CH3:21])[CH2:9]1)=O)(C)(C)C.N1CCCCC1. (2) Given the product [C:38]([O:37][C:35]([N:42]1[CH2:47][CH2:46][C:45](=[CH:14][C:5]2[CH:6]=[CH:7][C:8]3[C:13](=[CH:12][CH:11]=[CH:10][CH:9]=3)[CH:4]=2)[CH2:44][CH2:43]1)=[O:36])([CH3:41])([CH3:39])[CH3:40], predict the reactants needed to synthesize it. The reactants are: [H-].[Na+].[Br-].[CH:4]1[C:13]2[C:8](=[CH:9][CH:10]=[CH:11][CH:12]=2)[CH:7]=[CH:6][C:5]=1[CH2:14][P+](C1C=CC=CC=1)(C1C=CC=CC=1)C1C=CC=CC=1.[PH4+].[C:35]([N:42]1[CH2:47][CH2:46][CH2:45][CH2:44][C:43]1=O)([O:37][C:38]([CH3:41])([CH3:40])[CH3:39])=[O:36]. (3) The reactants are: [Br:1][C:2]1[CH:9]=[CH:8][C:5]([C:6]#[N:7])=[CH:4][C:3]=1[CH2:10]Br.[CH3:12][C@H:13]1[CH2:18][O:17][CH2:16][CH2:15][NH:14]1.C(=O)([O-])[O-].[K+].[K+]. Given the product [Br:1][C:2]1[CH:9]=[CH:8][C:5]([C:6]#[N:7])=[CH:4][C:3]=1[CH2:10][N:14]1[CH2:15][CH2:16][O:17][CH2:18][C@@H:13]1[CH3:12], predict the reactants needed to synthesize it. (4) Given the product [Br:17][C:14]1[S:13][C:12]([C:4]2[CH:5]=[CH:6][C:7]([O:8][CH:9]([CH3:11])[CH3:10])=[C:2]([Cl:1])[CH:3]=2)=[N:16][CH:15]=1, predict the reactants needed to synthesize it. The reactants are: [Cl:1][C:2]1[CH:3]=[C:4]([C:12]2[S:13][CH:14]=[CH:15][N:16]=2)[CH:5]=[CH:6][C:7]=1[O:8][CH:9]([CH3:11])[CH3:10].[Br:17]Br. (5) Given the product [Cl:1][C:2]1[CH:3]=[CH:4][C:5]([C:28]([F:30])([F:31])[F:29])=[C:6]([CH:27]=1)[CH2:7][N:8]1[CH2:13][CH2:12][NH:11][C:10]2[N:14]=[CH:15][C:16]([C:18]3[CH:19]=[CH:20][C:21]([C:22]([N:39]4[CH2:40][CH2:41][CH2:42][C@H:38]4[CH2:37][N:32]4[CH2:36][CH2:35][CH2:34][CH2:33]4)=[O:23])=[CH:25][CH:26]=3)=[CH:17][C:9]1=2, predict the reactants needed to synthesize it. The reactants are: [Cl:1][C:2]1[CH:3]=[CH:4][C:5]([C:28]([F:31])([F:30])[F:29])=[C:6]([CH:27]=1)[CH2:7][N:8]1[CH2:13][CH2:12][NH:11][C:10]2[N:14]=[CH:15][C:16]([C:18]3[CH:26]=[CH:25][C:21]([C:22](O)=[O:23])=[CH:20][CH:19]=3)=[CH:17][C:9]1=2.[N:32]1([CH2:37][C@@H:38]2[CH2:42][CH2:41][CH2:40][NH:39]2)[CH2:36][CH2:35][CH2:34][CH2:33]1.